This data is from Peptide-MHC class II binding affinity with 134,281 pairs from IEDB. The task is: Regression. Given a peptide amino acid sequence and an MHC pseudo amino acid sequence, predict their binding affinity value. This is MHC class II binding data. (1) The peptide sequence is GELQIVDKIQAAFKI. The MHC is DRB1_0401 with pseudo-sequence DRB1_0401. The binding affinity (normalized) is 0.600. (2) The peptide sequence is MVGTILEMLGTRLDQ. The MHC is HLA-DQA10102-DQB10502 with pseudo-sequence HLA-DQA10102-DQB10502. The binding affinity (normalized) is 0.342. (3) The peptide sequence is KNLCRKFFSEGDWFS. The MHC is DRB1_0101 with pseudo-sequence DRB1_0101. The binding affinity (normalized) is 0.373. (4) The peptide sequence is KMIGGIGGFIKVRQYDQILI. The MHC is HLA-DPA10201-DPB10101 with pseudo-sequence HLA-DPA10201-DPB10101. The binding affinity (normalized) is 0.405. (5) The peptide sequence is AKRMIAISAKVARDI. The MHC is DRB1_1201 with pseudo-sequence DRB1_1201. The binding affinity (normalized) is 0.442. (6) The peptide sequence is IKEVVMAYVGIKL. The MHC is DRB1_0401 with pseudo-sequence DRB1_0401. The binding affinity (normalized) is 0.0905. (7) The peptide sequence is NLALSIKYNKEGDSM. The binding affinity (normalized) is 0.201. The MHC is DRB1_1201 with pseudo-sequence DRB1_1201. (8) The peptide sequence is PAVKYIEPDMIVNAT. The MHC is DRB1_0404 with pseudo-sequence DRB1_0404. The binding affinity (normalized) is 0.441.